This data is from Full USPTO retrosynthesis dataset with 1.9M reactions from patents (1976-2016). The task is: Predict the reactants needed to synthesize the given product. (1) The reactants are: [NH2:1][C:2]1[CH:7]=[CH:6][C:5]([OH:8])=[C:4]([CH2:9][CH3:10])[CH:3]=1.C(N(CC)CC)C.[C:18](O[C:18]([O:20][C:21]([CH3:24])([CH3:23])[CH3:22])=[O:19])([O:20][C:21]([CH3:24])([CH3:23])[CH3:22])=[O:19]. Given the product [CH2:9]([C:4]1[CH:3]=[C:2]([NH:1][C:18](=[O:19])[O:20][C:21]([CH3:24])([CH3:23])[CH3:22])[CH:7]=[CH:6][C:5]=1[OH:8])[CH3:10], predict the reactants needed to synthesize it. (2) Given the product [C:21]([O:20][C:18](=[O:19])[CH2:17][N:7]1[C:8]2[CH2:9][CH2:10][CH2:11][CH2:12][C:13]=2[C:5]([C:4]([F:3])([F:14])[F:15])=[N:6]1)([CH3:24])([CH3:23])[CH3:22], predict the reactants needed to synthesize it. The reactants are: [H-].[Na+].[F:3][C:4]([F:15])([F:14])[C:5]1[C:13]2[CH2:12][CH2:11][CH2:10][CH2:9][C:8]=2[NH:7][N:6]=1.Br[CH2:17][C:18]([O:20][C:21]([CH3:24])([CH3:23])[CH3:22])=[O:19].O. (3) Given the product [CH3:1][CH2:2][C@@H:3]1[NH:46][C:44](=[O:45])[C@H:43]([C@H:47]([OH:54])[C@@H:48]([CH2:50]/[CH:51]=[CH:52]/[CH3:53])[CH3:49])[N:42]([CH3:55])[C:40](=[O:41])[C@H:39]([CH:56]([CH3:57])[CH3:58])[N:38]([CH3:59])[C:36](=[O:37])[C@H:35]([CH2:60][CH:61]([CH3:62])[CH3:63])[N:34]([CH3:64])[C:32](=[O:33])[C@H:31]([CH2:65][CH:66]([CH3:68])[CH3:67])[N:30]([CH3:69])[C:28](=[O:29])[C@@H:27]([CH3:70])[NH:26][C:24](=[O:25])[C@H:23]([CH3:71])[NH:22][C:20](=[O:21])[C@H:19]([CH2:72][CH:73]([CH3:75])[CH3:74])[N:18]([CH3:76])[C:16](=[O:17])[C@H:15]([CH:77]([CH3:79])[CH3:78])[NH:14][C:12](=[O:13])[C@H:11]([CH2:80][CH:81]([CH3:83])[CH3:82])[N:10]([CH3:84])[C:8](=[O:9])[CH2:7][N:6]([CH3:85])[C:4]1=[O:5].[F:92][C:93]([F:104])([F:103])[C:94]([O-:96])=[O:95], predict the reactants needed to synthesize it. The reactants are: [CH3:1][CH2:2][C@@H:3]1[NH:46][C:44](=[O:45])[C@H:43]([C@H:47]([OH:54])[C@@H:48]([CH2:50]/[CH:51]=[CH:52]/[CH3:53])[CH3:49])[N:42]([CH3:55])[C:40](=[O:41])[C@H:39]([CH:56]([CH3:58])[CH3:57])[N:38]([CH3:59])[C:36](=[O:37])[C@H:35]([CH2:60][CH:61]([CH3:63])[CH3:62])[N:34]([CH3:64])[C:32](=[O:33])[C@H:31]([CH2:65][CH:66]([CH3:68])[CH3:67])[N:30]([CH3:69])[C:28](=[O:29])[C@@H:27]([CH3:70])[NH:26][C:24](=[O:25])[C@H:23]([CH3:71])[NH:22][C:20](=[O:21])[C@H:19]([CH2:72][CH:73]([CH3:75])[CH3:74])[N:18]([CH3:76])[C:16](=[O:17])[C@H:15]([CH:77]([CH3:79])[CH3:78])[NH:14][C:12](=[O:13])[C@H:11]([CH2:80][CH:81]([CH3:83])[CH3:82])[N:10]([CH3:84])[C:8](=[O:9])[CH2:7][N:6]([CH3:85])[C:4]1=[O:5].N1C=CC=CC=1.[F:92][C:93]([F:104])([F:103])[C:94]([O:96]C(=O)C(F)(F)F)=[O:95].O. (4) Given the product [CH2:1]([N:8]1[N:17]=[C:16]([C:26]2[CH:25]=[CH:24][C:23]([OH:37])=[C:22]([O:21][CH3:20])[CH:27]=2)[C:15]2[C:10](=[CH:11][CH:12]=[CH:13][CH:14]=2)[C:9]1=[O:19])[C:2]1[CH:7]=[CH:6][CH:5]=[CH:4][CH:3]=1, predict the reactants needed to synthesize it. The reactants are: [CH2:1]([N:8]1[N:17]=[C:16](Cl)[C:15]2[C:10](=[CH:11][CH:12]=[CH:13][CH:14]=2)[C:9]1=[O:19])[C:2]1[CH:7]=[CH:6][CH:5]=[CH:4][CH:3]=1.[CH3:20][O:21][C:22]1[CH:27]=[C:26](B2OC(C)(C)C(C)(C)O2)[CH:25]=[CH:24][C:23]=1[OH:37].C([O-])([O-])=O.[Na+].[Na+]. (5) Given the product [CH2:7]([O:14][C:15]1[CH:16]=[CH:17][C:18]([C:19]([NH:31][C:32]([CH3:36])([CH3:35])[CH2:33][OH:34])=[O:21])=[CH:22][CH:23]=1)[C:8]1[CH:9]=[CH:10][CH:11]=[CH:12][CH:13]=1, predict the reactants needed to synthesize it. The reactants are: C(Cl)(=O)C(Cl)=O.[CH2:7]([O:14][C:15]1[CH:23]=[CH:22][C:18]([C:19]([OH:21])=O)=[CH:17][CH:16]=1)[C:8]1[CH:13]=[CH:12][CH:11]=[CH:10][CH:9]=1.C(N(CC)CC)C.[NH2:31][C:32]([CH3:36])([CH3:35])[CH2:33][OH:34]. (6) Given the product [F:9][C:5]1[CH:4]=[C:3]([S:10]([CH3:13])(=[O:12])=[O:11])[C:2]([F:1])=[CH:7][C:6]=1[F:8], predict the reactants needed to synthesize it. The reactants are: [F:1][C:2]1[CH:7]=[C:6]([F:8])[C:5]([F:9])=[CH:4][C:3]=1[S:10]([OH:12])=[O:11].[C:13](=O)([O-])[O-].[K+].[K+].CI.O.